Dataset: Full USPTO retrosynthesis dataset with 1.9M reactions from patents (1976-2016). Task: Predict the reactants needed to synthesize the given product. (1) Given the product [NH:26]1[C:34]2[C:29](=[C:30]([CH2:35][NH:1][C:4]3[C:5]4[CH:6]=[CH:7][C:8]([NH:25][C:24]5[C:18]6[O:17][CH:16]([CH3:15])[CH2:20][C:19]=6[CH:21]=[CH:22][CH:23]=5)=[N:9][C:10]=4[CH:11]=[CH:12][CH:13]=3)[CH:31]=[CH:32][CH:33]=2)[CH:28]=[CH:27]1, predict the reactants needed to synthesize it. The reactants are: [N+:1]([C:4]1[CH:13]=[CH:12][CH:11]=[C:10]2[C:5]=1[CH:6]=[CH:7][C:8](Cl)=[N:9]2)([O-])=O.[CH3:15][CH:16]1[CH2:20][C:19]2[CH:21]=[CH:22][CH:23]=[C:24]([NH2:25])[C:18]=2[O:17]1.[NH:26]1[C:34]2[CH:33]=[CH:32][CH:31]=[C:30]([CH:35]=O)[C:29]=2[CH:28]=[CH:27]1. (2) Given the product [CH:27]1[C:28]2[C:33](=[CH:32][CH:31]=[CH:30][CH:29]=2)[CH:34]=[CH:35][C:26]=1[CH2:25][O:24][CH:12]1[CH:11]([C:8]2[CH:9]=[CH:10][C:5]([O:4][CH2:3][CH2:2][O:1][CH2:37][C:38]3[CH:43]=[CH:42][N:41]=[CH:40][CH:39]=3)=[CH:6][CH:7]=2)[CH2:16][CH2:15][N:14]([C:17]([O:19][C:20]([CH3:23])([CH3:21])[CH3:22])=[O:18])[CH2:13]1, predict the reactants needed to synthesize it. The reactants are: [OH:1][CH2:2][CH2:3][O:4][C:5]1[CH:10]=[CH:9][C:8]([CH:11]2[CH2:16][CH2:15][N:14]([C:17]([O:19][C:20]([CH3:23])([CH3:22])[CH3:21])=[O:18])[CH2:13][CH:12]2[O:24][CH2:25][C:26]2[CH:35]=[CH:34][C:33]3[C:28](=[CH:29][CH:30]=[CH:31][CH:32]=3)[CH:27]=2)=[CH:7][CH:6]=1.Cl[CH2:37][C:38]1[CH:43]=[CH:42][N:41]=[CH:40][CH:39]=1. (3) Given the product [Cl:1][C:2]1[CH:7]=[C:6]([Cl:8])[CH:5]=[CH:4][C:3]=1[C@@:9]1([CH2:33][N:34]2[CH:38]=[CH:37][N:36]=[CH:35]2)[O:13][C@H:12]([CH2:14][O:15][C:16]2[CH:17]=[CH:18][C:19]([N:22]3[CH2:23][CH2:24][N:25]([C:40]([NH:39][C@@H:42]([CH:47]([CH3:49])[CH3:48])[C:43]([O:45][CH3:46])=[O:44])=[O:41])[CH2:26][CH2:27]3)=[CH:20][CH:21]=2)[CH2:11][O:10]1, predict the reactants needed to synthesize it. The reactants are: [Cl:1][C:2]1[CH:7]=[C:6]([Cl:8])[CH:5]=[CH:4][C:3]=1[C@@:9]1([CH2:33][N:34]2[CH:38]=[CH:37][N:36]=[CH:35]2)[O:13][C@H:12]([CH2:14][O:15][C:16]2[CH:21]=[CH:20][C:19]([N:22]3[CH2:27][CH2:26][N:25](C(NCC)=O)[CH2:24][CH2:23]3)=[CH:18][CH:17]=2)[CH2:11][O:10]1.[N:39]([C@@H:42]([CH:47]([CH3:49])[CH3:48])[C:43]([O:45][CH3:46])=[O:44])=[C:40]=[O:41].C(N=C=O)C.